Dataset: Full USPTO retrosynthesis dataset with 1.9M reactions from patents (1976-2016). Task: Predict the reactants needed to synthesize the given product. (1) Given the product [CH2:32]([NH:1][C@H:2]1[CH2:3][CH2:4][C@H:5]([CH2:8][NH:9][C:10]2[C:15]([N+:16]([O-:18])=[O:17])=[CH:14][N:13]=[C:12]([NH:19][CH2:20][C:21]3[CH:26]=[CH:25][CH:24]=[CH:23][C:22]=3[O:27][C:28]([F:30])([F:31])[F:29])[N:11]=2)[CH2:6][CH2:7]1)[C:33]1[CH:38]=[CH:37][CH:36]=[CH:35][CH:34]=1, predict the reactants needed to synthesize it. The reactants are: [NH2:1][C@H:2]1[CH2:7][CH2:6][C@H:5]([CH2:8][NH:9][C:10]2[C:15]([N+:16]([O-:18])=[O:17])=[CH:14][N:13]=[C:12]([NH:19][CH2:20][C:21]3[CH:26]=[CH:25][CH:24]=[CH:23][C:22]=3[O:27][C:28]([F:31])([F:30])[F:29])[N:11]=2)[CH2:4][CH2:3]1.[CH2:32](Br)[C:33]1[CH:38]=[CH:37][CH:36]=[CH:35][CH:34]=1.CCN(C(C)C)C(C)C. (2) Given the product [CH3:24][O:23][C:21](=[O:22])[CH2:20][C:19]1[CH:18]=[C:17]([C:31]([C:27]2[S:26][CH:30]=[CH:29][CH:28]=2)=[O:32])[S:16][C:15]=1[C:13]1[S:14][C:10]([C:6]2[S:7][CH:8]=[CH:9][C:5]=2[CH2:4][C:3]([O:2][CH3:1])=[O:25])=[CH:11][CH:12]=1, predict the reactants needed to synthesize it. The reactants are: [CH3:1][O:2][C:3](=[O:25])[CH2:4][C:5]1[CH:9]=[CH:8][S:7][C:6]=1[C:10]1[S:14][C:13]([C:15]2[S:16][CH:17]=[CH:18][C:19]=2[CH2:20][C:21]([O:23][CH3:24])=[O:22])=[CH:12][CH:11]=1.[S:26]1[CH:30]=[CH:29][CH:28]=[C:27]1[C:31](Cl)=[O:32].[Al+3].[Cl-].[Cl-].[Cl-]. (3) Given the product [F:18][C:12]1[CH:11]=[C:10](/[CH:9]=[C:27](/[C:26]2[S:25][C:24]([C:33]3[CH:34]=[CH:35][C:36]([C:39]([F:41])([F:42])[F:40])=[CH:37][CH:38]=3)=[N:23][C:22]=2[CH3:21])\[CH2:28][CH2:29][CH2:30][CH3:31])[CH:15]=[CH:14][C:13]=1[C:16]#[N:17], predict the reactants needed to synthesize it. The reactants are: C(OP([CH2:9][C:10]1[CH:15]=[CH:14][C:13]([C:16]#[N:17])=[C:12]([F:18])[CH:11]=1)(=O)OCC)C.[H-].[Na+].[CH3:21][C:22]1[N:23]=[C:24]([C:33]2[CH:38]=[CH:37][C:36]([C:39]([F:42])([F:41])[F:40])=[CH:35][CH:34]=2)[S:25][C:26]=1[C:27](=O)[CH2:28][CH2:29][CH2:30][CH3:31].